Dataset: Forward reaction prediction with 1.9M reactions from USPTO patents (1976-2016). Task: Predict the product of the given reaction. (1) Given the reactants CN(CCO)C.[Cl:7][C:8]1[CH:13]=[CH:12][CH:11]=[C:10]([F:14])[C:9]=1[C:15]1[C:16]([Cl:23])=[N:17][C:18]([Cl:22])=[CH:19][C:20]=1[Cl:21].C([Li])CCC.[Br:29]C(F)(F)C(F)(F)Br.Cl, predict the reaction product. The product is: [Br:29][C:19]1[C:20]([Cl:21])=[C:15]([C:9]2[C:10]([F:14])=[CH:11][CH:12]=[CH:13][C:8]=2[Cl:7])[C:16]([Cl:23])=[N:17][C:18]=1[Cl:22]. (2) Given the reactants [Br:1][C:2]1[CH:3]=[C:4]2[C:9](=[CH:10][CH:11]=1)[O:8][CH:7]([C:12]1[CH:17]=[CH:16][CH:15]=[CH:14][CH:13]=1)[CH2:6][C:5]2([CH2:25][C:26]([O:28][CH3:29])=[O:27])[NH:18]S(C(C)(C)C)=O.[ClH:30], predict the reaction product. The product is: [ClH:30].[NH2:18][C:5]1([CH2:25][C:26]([O:28][CH3:29])=[O:27])[C:4]2[C:9](=[CH:10][CH:11]=[C:2]([Br:1])[CH:3]=2)[O:8][CH:7]([C:12]2[CH:17]=[CH:16][CH:15]=[CH:14][CH:13]=2)[CH2:6]1. (3) Given the reactants [C:1]([CH2:3][C:4]1[CH:5]=[CH:6][C:7]([F:12])=[C:8]([CH:11]=1)[C:9]#[N:10])#[N:2].[Cl:13][C:14]1[N:15]=[N:16][C:17](Cl)=[CH:18][C:19]=1[CH:20]([CH3:22])[CH3:21].[H-].[Na+], predict the reaction product. The product is: [Cl:13][C:14]1[N:15]=[N:16][C:17]([CH:3]([C:1]#[N:2])[C:4]2[CH:5]=[CH:6][C:7]([F:12])=[C:8]([CH:11]=2)[C:9]#[N:10])=[CH:18][C:19]=1[CH:20]([CH3:22])[CH3:21]. (4) Given the reactants [Cl:1][C:2]1[CH:3]=[C:4]([CH:13]=[C:14]([Cl:16])[CH:15]=1)[CH2:5][N:6]1[CH:10]=[CH:9][N:8]=[C:7]1[CH2:11][OH:12], predict the reaction product. The product is: [Cl:1][C:2]1[CH:3]=[C:4]([CH:13]=[C:14]([Cl:16])[CH:15]=1)[CH2:5][N:6]1[CH:10]=[CH:9][N:8]=[C:7]1[CH:11]=[O:12]. (5) Given the reactants [CH3:1][O:2][C:3]1[CH:37]=[CH:36][C:6]([CH2:7][N:8]2[CH2:13][CH2:12][N:11]([C:14]([C:16]3[N:17]([CH3:35])[C:18]4[C:23]([CH:24]=3)=[CH:22][C:21]([O:25][C:26]3[CH:31]=[CH:30][C:29]([N+:32]([O-])=O)=[CH:28][N:27]=3)=[CH:20][CH:19]=4)=[O:15])[CH2:10][CH2:9]2)=[CH:5][CH:4]=1.[C:38](O[C:38]([O:40][C:41]([CH3:44])([CH3:43])[CH3:42])=[O:39])([O:40][C:41]([CH3:44])([CH3:43])[CH3:42])=[O:39], predict the reaction product. The product is: [C:41]([O:40][C:38](=[O:39])[NH:32][C:29]1[CH:28]=[N:27][C:26]([O:25][C:21]2[CH:22]=[C:23]3[C:18](=[CH:19][CH:20]=2)[N:17]([CH3:35])[C:16]([C:14]([N:11]2[CH2:12][CH2:13][N:8]([CH2:7][C:6]4[CH:36]=[CH:37][C:3]([O:2][CH3:1])=[CH:4][CH:5]=4)[CH2:9][CH2:10]2)=[O:15])=[CH:24]3)=[CH:31][CH:30]=1)([CH3:44])([CH3:43])[CH3:42]. (6) Given the reactants Cl[C:2]1[CH2:7][C:6]([CH3:9])([CH3:8])[CH2:5][CH2:4][C:3]=1[CH:10]=[O:11].C([O-])([O-])=O.[K+].[K+].[Cl:18][C:19]1[CH:24]=[CH:23][C:22](B(O)O)=[CH:21][CH:20]=1.C([O-])(O)=O.[Na+], predict the reaction product. The product is: [Cl:18][C:19]1[CH:24]=[CH:23][C:22]([C:2]2[CH2:7][C:6]([CH3:9])([CH3:8])[CH2:5][CH2:4][C:3]=2[CH:10]=[O:11])=[CH:21][CH:20]=1.